From a dataset of Full USPTO retrosynthesis dataset with 1.9M reactions from patents (1976-2016). Predict the reactants needed to synthesize the given product. (1) Given the product [CH3:17][C:18]1[N:19]=[C:20]([NH:23][C:11](=[O:13])[C:10]2[CH:14]=[CH:15][CH:16]=[C:8]([O:7][C:3]3[CH:2]=[N:1][CH:6]=[CH:5][CH:4]=3)[CH:9]=2)[S:21][CH:22]=1, predict the reactants needed to synthesize it. The reactants are: [N:1]1[CH:6]=[CH:5][CH:4]=[C:3]([O:7][C:8]2[CH:9]=[C:10]([CH:14]=[CH:15][CH:16]=2)[C:11]([OH:13])=O)[CH:2]=1.[CH3:17][C:18]1[N:19]=[C:20]([NH2:23])[S:21][CH:22]=1.F[P-](F)(F)(F)(F)F.N1(OC(N(C)C)=[N+](C)C)C2N=CC=CC=2N=N1.CCN(C(C)C)C(C)C. (2) Given the product [CH3:8][C:6]1[C:5]([NH:9][C:10]([C:12]2[CH:13]=[CH:14][C:15]3[C@:21]4([CH2:29][C:30]5[CH:35]=[CH:34][CH:33]=[CH:32][CH:31]=5)[CH2:22][CH2:23][C@@:24]([CH2:27][CH3:28])([OH:26])[CH2:25][C@@H:20]4[CH2:19][CH2:18][CH2:17][C:16]=3[CH:36]=2)=[O:11])=[CH:4][CH:3]=[C:2]([C:41]2[NH:37][N:38]=[CH:39][CH:40]=2)[N:7]=1, predict the reactants needed to synthesize it. The reactants are: Br[C:2]1[N:7]=[C:6]([CH3:8])[C:5]([NH:9][C:10]([C:12]2[CH:13]=[CH:14][C:15]3[C@:21]4([CH2:29][C:30]5[CH:35]=[CH:34][CH:33]=[CH:32][CH:31]=5)[CH2:22][CH2:23][C@@:24]([CH2:27][CH3:28])([OH:26])[CH2:25][C@@H:20]4[CH2:19][CH2:18][CH2:17][C:16]=3[CH:36]=2)=[O:11])=[CH:4][CH:3]=1.[NH:37]1[C:41](B(O)O)=[CH:40][CH:39]=[N:38]1.C([O-])([O-])=O.[Na+].[Na+].CCO. (3) Given the product [C:24]1([C:23]2[N:22]=[CH:21][NH:40][C:18]=2[C:3]2[C:2](=[O:1])[CH:7]=[CH:6][N:5]([C:8]3[CH:13]=[CH:12][CH:11]=[C:10]([C:14]([F:17])([F:16])[F:15])[CH:9]=3)[N:4]=2)[CH:29]=[CH:28][CH:27]=[CH:26][CH:25]=1, predict the reactants needed to synthesize it. The reactants are: [O:1]=[C:2]1[CH:7]=[CH:6][N:5]([C:8]2[CH:13]=[CH:12][CH:11]=[C:10]([C:14]([F:17])([F:16])[F:15])[CH:9]=2)[N:4]=[C:3]1[CH:18]=O.N.[CH2:21]=[N:22][CH:23](S(C1C=CC(C)=CC=1)(=O)=O)[C:24]1[CH:29]=[CH:28][CH:27]=[CH:26][CH:25]=1.[NH:40]1CCNCC1. (4) Given the product [F:1][C:2]1[CH:26]=[CH:25][CH:24]=[CH:23][C:3]=1[CH2:4][C:5]1([O:22][CH3:29])[CH2:6][CH2:7][N:8]([C:11]2[CH:21]=[CH:20][C:14]([C:15]([O:17][CH2:18][CH3:19])=[O:16])=[CH:13][CH:12]=2)[CH2:9][CH2:10]1, predict the reactants needed to synthesize it. The reactants are: [F:1][C:2]1[CH:26]=[CH:25][CH:24]=[CH:23][C:3]=1[CH2:4][C:5]1([OH:22])[CH2:10][CH2:9][N:8]([C:11]2[CH:21]=[CH:20][C:14]([C:15]([O:17][CH2:18][CH3:19])=[O:16])=[CH:13][CH:12]=2)[CH2:7][CH2:6]1.[H-].[Na+].[CH3:29]I. (5) Given the product [C:17]([O:16][C@@H:10]([C:4]1[C:5]([CH3:9])=[N:6][C:7]([CH3:8])=[C:2]([C:38]2[CH:37]=[CH:36][C:35]([O:34][CH2:33][C:32]3[CH:44]=[CH:45][CH:46]=[CH:47][C:31]=3[O:30][CH3:29])=[CH:40][CH:39]=2)[C:3]=1[N:21]1[CH2:26][CH2:25][C:24]([CH3:28])([CH3:27])[CH2:23][CH2:22]1)[C:11]([O:13][CH2:14][CH3:15])=[O:12])([CH3:20])([CH3:19])[CH3:18], predict the reactants needed to synthesize it. The reactants are: Br[C:2]1[C:3]([N:21]2[CH2:26][CH2:25][C:24]([CH3:28])([CH3:27])[CH2:23][CH2:22]2)=[C:4]([C@H:10]([O:16][C:17]([CH3:20])([CH3:19])[CH3:18])[C:11]([O:13][CH2:14][CH3:15])=[O:12])[C:5]([CH3:9])=[N:6][C:7]=1[CH3:8].[CH3:29][O:30][C:31]1[CH:47]=[CH:46][CH:45]=[CH:44][C:32]=1[CH2:33][O:34][C:35]1[CH:40]=[CH:39][C:38](B(O)O)=[CH:37][CH:36]=1.C([O-])([O-])=O.[Na+].[Na+]. (6) Given the product [CH3:15][C:14]1[C:10]2[CH:9]=[C:8]([CH2:1][C:2]3[CH:3]=[CH:4][CH:5]=[C:6]([C:27]([F:37])([F:36])[F:26])[CH:7]=3)[CH:24]=[CH:23][C:11]=2[S:12][C:13]=1[C:16]1[CH:21]=[CH:20][N:19]=[C:18]([NH2:22])[N:17]=1, predict the reactants needed to synthesize it. The reactants are: [CH2:1]([C:8]1[CH:24]=[CH:23][C:11]2[S:12][C:13]([C:16]3[CH:21]=[CH:20][N:19]=[C:18]([NH2:22])[N:17]=3)=[C:14]([CH3:15])[C:10]=2[CH:9]=1)[C:2]1[CH:7]=[CH:6][CH:5]=[CH:4][CH:3]=1.[Br-].[F:26][C:27]([F:37])([F:36])C1C=C(C=CC=1)C[Zn+].[Br-].C([Zn+])C1C=CC=CC=1.